From a dataset of Full USPTO retrosynthesis dataset with 1.9M reactions from patents (1976-2016). Predict the reactants needed to synthesize the given product. (1) Given the product [ClH:28].[NH2:14][CH2:15][C:16]([CH3:27])([C:21]1[CH:26]=[CH:25][CH:24]=[CH:23][CH:22]=1)[C:17]([OH:19])=[O:18], predict the reactants needed to synthesize it. The reactants are: C1(C(=[N:14][CH2:15][C:16]([CH3:27])([C:21]2[CH:26]=[CH:25][CH:24]=[CH:23][CH:22]=2)[C:17]([O:19]C)=[O:18])C2C=CC=CC=2)C=CC=CC=1.[ClH:28]. (2) Given the product [Cl:1][C:2]1[CH:3]=[C:4]([CH:9]=[C:10]([Cl:13])[C:11]=1[OH:12])[C:5]([NH:7][NH:8][C:15](=[O:21])[C:16]([O:18][CH2:19][CH3:20])=[O:17])=[O:6], predict the reactants needed to synthesize it. The reactants are: [Cl:1][C:2]1[CH:3]=[C:4]([CH:9]=[C:10]([Cl:13])[C:11]=1[OH:12])[C:5]([NH:7][NH2:8])=[O:6].Cl[C:15](=[O:21])[C:16]([O:18][CH2:19][CH3:20])=[O:17]. (3) Given the product [O:42]1[C:38]2=[CH:39][CH:40]=[CH:41][C:37]2=[CH:36][CH:35]=[C:34]1[CH:27]([N:12]([S:13]([C:16]1[C:21]([CH3:22])=[CH:20][C:19]([O:23][CH3:24])=[C:18]([CH3:25])[C:17]=1[CH3:26])(=[O:14])=[O:15])[CH:4]([CH2:5][C:6]1[CH:11]=[CH:10][CH:9]=[CH:8][CH:7]=1)[C:3]([OH:43])=[O:2])[C:28]1[CH:33]=[CH:32][CH:31]=[CH:30][CH:29]=1, predict the reactants needed to synthesize it. The reactants are: C[O:2][C:3](=[O:43])[CH:4]([N:12]([CH:27]([C:34]1[O:42][C:38]2=[CH:39][CH:40]=[CH:41][C:37]2=[CH:36][CH:35]=1)[C:28]1[CH:33]=[CH:32][CH:31]=[CH:30][CH:29]=1)[S:13]([C:16]1[C:21]([CH3:22])=[CH:20][C:19]([O:23][CH3:24])=[C:18]([CH3:25])[C:17]=1[CH3:26])(=[O:15])=[O:14])[CH2:5][C:6]1[CH:11]=[CH:10][CH:9]=[CH:8][CH:7]=1.O[Li].O. (4) Given the product [O:12]=[C:9]1[C:10]2[CH:11]=[C:2]([O:1][C:22]3[CH:14]=[N:15][CH:16]=[C:17]([CH:21]=3)[C:18]([NH2:20])=[O:19])[CH:3]=[CH:4][C:5]=2[CH2:6][CH2:7][CH2:8]1, predict the reactants needed to synthesize it. The reactants are: [OH:1][C:2]1[CH:11]=[C:10]2[C:5]([CH2:6][CH2:7][CH2:8][C:9]2=[O:12])=[CH:4][CH:3]=1.Cl[C:14]1[CH:22]=[CH:21][C:17]([C:18]([NH2:20])=[O:19])=[CH:16][N:15]=1.C([O-])([O-])=O.[K+].[K+].CC(N(C)C)=O. (5) Given the product [C:1]([C:5]1[CH:6]=[C:7]([N:33]2[C:29]([CH2:28][CH:22]3[CH2:27][CH2:26][CH2:25][CH2:24][CH2:23]3)=[N:30][C:31]([C:34]([O:36][CH3:37])=[O:35])=[N:32]2)[CH:8]=[CH:9][C:10]=1[S:11](=[O:18])(=[O:17])[NH:12][C:13]([CH3:16])([CH3:15])[CH3:14])([CH3:4])([CH3:3])[CH3:2], predict the reactants needed to synthesize it. The reactants are: [C:1]([C:5]1[CH:6]=[C:7](B(O)O)[CH:8]=[CH:9][C:10]=1[S:11](=[O:18])(=[O:17])[NH:12][C:13]([CH3:16])([CH3:15])[CH3:14])([CH3:4])([CH3:3])[CH3:2].[CH:22]1([CH2:28][C:29]2[NH:33][N:32]=[C:31]([C:34]([O:36][CH2:37]C)=[O:35])[N:30]=2)[CH2:27][CH2:26][CH2:25][CH2:24][CH2:23]1.N1C=CC=CC=1. (6) Given the product [F:5][C:6]1[C:13]([N+:1]([O-:4])=[O:2])=[CH:12][CH:11]=[C:10]([F:14])[C:7]=1[CH:8]=[O:9], predict the reactants needed to synthesize it. The reactants are: [N+:1]([O-:4])(O)=[O:2].[F:5][C:6]1[CH:13]=[CH:12][CH:11]=[C:10]([F:14])[C:7]=1[CH:8]=[O:9].